Dataset: Full USPTO retrosynthesis dataset with 1.9M reactions from patents (1976-2016). Task: Predict the reactants needed to synthesize the given product. Given the product [CH3:35][N:29]([CH2:30][C:31]([F:34])([F:32])[F:33])[C:28]([NH:27][C@H:24]1[CH2:25][CH2:26][C@H:22]([N:17]2[C:18]3[C:14](=[CH:13][N:12]=[C:11]4[C:19]=3[CH:20]=[CH:21][NH:10]4)[N:15]=[N:16]2)[CH2:23]1)=[O:36], predict the reactants needed to synthesize it. The reactants are: C1(S([N:10]2[CH:21]=[CH:20][C:19]3[C:11]2=[N:12][CH:13]=[C:14]2[C:18]=3[N:17]([C@H:22]3[CH2:26][CH2:25][C@H:24]([NH:27][C:28](=[O:36])[N:29]([CH3:35])[CH2:30][C:31]([F:34])([F:33])[F:32])[CH2:23]3)[N:16]=[N:15]2)(=O)=O)C=CC=CC=1.[OH-].[Na+].Cl.